This data is from Full USPTO retrosynthesis dataset with 1.9M reactions from patents (1976-2016). The task is: Predict the reactants needed to synthesize the given product. (1) Given the product [Cl:14][C:8]1[CH:7]=[C:6]2[C:11]([C:12](=[O:13])[C:3]([CH2:2][NH:1][C:33]([C:30]3[CH:31]=[CH:32][N:27]([CH2:26][C:25]4[CH:24]=[CH:23][C:22]([Cl:21])=[CH:38][CH:37]=4)[C:28](=[O:36])[CH:29]=3)=[O:34])=[CH:4][N:5]2[C:15]2[CH:16]=[CH:17][CH:18]=[CH:19][CH:20]=2)=[CH:10][CH:9]=1, predict the reactants needed to synthesize it. The reactants are: [NH2:1][CH2:2][C:3]1[C:12](=[O:13])[C:11]2[C:6](=[CH:7][C:8]([Cl:14])=[CH:9][CH:10]=2)[N:5]([C:15]2[CH:20]=[CH:19][CH:18]=[CH:17][CH:16]=2)[CH:4]=1.[Cl:21][C:22]1[CH:38]=[CH:37][C:25]([CH2:26][N:27]2[CH:32]=[CH:31][C:30]([C:33](O)=[O:34])=[CH:29][C:28]2=[O:36])=[CH:24][CH:23]=1. (2) The reactants are: CN(C(ON1N=NC2C=CC=NC1=2)=[N+](C)C)C.F[P-](F)(F)(F)(F)F.[CH3:25][C:26]1[S:27][C:28]2[CH:34]=[CH:33][C:32]([C:35]([OH:37])=O)=[CH:31][C:29]=2[N:30]=1.[Si:38]([O:45][CH2:46][CH2:47][C:48]1[CH:49]=[C:50]([CH2:53][N:54]2[CH2:64][CH2:63][C:57]3([O:62][CH2:61][CH2:60][NH:59][CH2:58]3)[CH2:56][CH2:55]2)[S:51][CH:52]=1)([C:41]([CH3:44])([CH3:43])[CH3:42])([CH3:40])[CH3:39].C(N(CC)CC)C. Given the product [CH3:28][CH2:29][CH2:31][CH:32]([CH3:35])[CH3:33].[Si:38]([O:45][CH2:46][CH2:47][C:48]1[CH:49]=[C:50]([CH2:53][N:54]2[CH2:64][CH2:63][C:57]3([O:62][CH2:61][CH2:60][N:59]([C:35]([C:32]4[CH:33]=[CH:34][C:28]5[S:27][C:26]([CH3:25])=[N:30][C:29]=5[CH:31]=4)=[O:37])[CH2:58]3)[CH2:56][CH2:55]2)[S:51][CH:52]=1)([C:41]([CH3:42])([CH3:43])[CH3:44])([CH3:40])[CH3:39], predict the reactants needed to synthesize it. (3) Given the product [N+:13]([C:16]1[CH:17]=[CH:18][C:19]([CH2:20][O:21][C:22]2[CH:23]=[C:24]([CH:38]=[CH:39][CH:40]=2)[C:25]([NH:27][C:28]2[CH:33]=[CH:32][CH:31]=[CH:30][C:29]=2[S:34]([NH:35][C:1](=[O:11])[CH2:2][CH2:3][CH2:4][CH2:5][CH2:6][CH2:7][CH2:8][CH2:9][CH3:10])(=[O:36])=[O:37])=[O:26])=[CH:41][CH:42]=1)([O-:15])=[O:14], predict the reactants needed to synthesize it. The reactants are: [C:1](Cl)(=[O:11])[CH2:2][CH2:3][CH2:4][CH2:5][CH2:6][CH2:7][CH2:8][CH2:9][CH3:10].[N+:13]([C:16]1[CH:42]=[CH:41][C:19]([CH2:20][O:21][C:22]2[CH:23]=[C:24]([CH:38]=[CH:39][CH:40]=2)[C:25]([NH:27][C:28]2[CH:33]=[CH:32][CH:31]=[CH:30][C:29]=2[S:34](=[O:37])(=[O:36])[NH2:35])=[O:26])=[CH:18][CH:17]=1)([O-:15])=[O:14]. (4) Given the product [NH2:21][C@@:20]([C:15]1[CH:14]=[CH:13][C:12]2[C:17](=[CH:18][CH:19]=[C:10]([O:9][C:8]3[CH:27]=[CH:28][C:5]([O:4][CH:1]([CH3:3])[CH3:2])=[CH:6][CH:7]=3)[CH:11]=2)[CH:16]=1)([CH3:26])[CH2:24][OH:23], predict the reactants needed to synthesize it. The reactants are: [CH:1]([O:4][C:5]1[CH:28]=[CH:27][C:8]([O:9][C:10]2[CH:11]=[C:12]3[C:17](=[CH:18][CH:19]=2)[CH:16]=[C:15]([C@:20]2([CH3:26])[CH2:24][O:23]C(=O)[NH:21]2)[CH:14]=[CH:13]3)=[CH:7][CH:6]=1)([CH3:3])[CH3:2].C(O)C.[OH-].[Li+].O. (5) Given the product [OH:55][C:53]1[C:52]2[C:47](=[C:48]([OH:74])[C:49]([CH2:63][CH2:64][CH2:65][OH:66])=[CH:50][CH:51]=2)[N:46]=[C:45]([C:43]([OH:44])=[O:42])[CH:54]=1, predict the reactants needed to synthesize it. The reactants are: COC(C1C=C(O)C2C(=C(OCC3C=CC=CC=3)C=C(C#CCOCC3C=CC=CC=3)C=2)N=1)=O.C([O:42][C:43]([C:45]1[CH:54]=[C:53]([O:55]CC2C=CC=CC=2)[C:52]2[C:47](=[C:48]([O:74]CC3C=CC=CC=3)[C:49]([C:63]#[C:64][CH2:65][O:66]CC3C=CC=CC=3)=[CH:50][CH:51]=2)[N:46]=1)=[O:44])C1C=CC=CC=1.